From a dataset of NCI-60 drug combinations with 297,098 pairs across 59 cell lines. Regression. Given two drug SMILES strings and cell line genomic features, predict the synergy score measuring deviation from expected non-interaction effect. (1) Drug 1: CN(C)C(=N)N=C(N)N. Drug 2: CC1(CCCN1)C2=NC3=C(C=CC=C3N2)C(=O)N. Cell line: UACC62. Synergy scores: CSS=-1.50, Synergy_ZIP=3.01, Synergy_Bliss=1.19, Synergy_Loewe=-3.10, Synergy_HSA=-2.82. (2) Drug 1: CC1=C(N=C(N=C1N)C(CC(=O)N)NCC(C(=O)N)N)C(=O)NC(C(C2=CN=CN2)OC3C(C(C(C(O3)CO)O)O)OC4C(C(C(C(O4)CO)O)OC(=O)N)O)C(=O)NC(C)C(C(C)C(=O)NC(C(C)O)C(=O)NCCC5=NC(=CS5)C6=NC(=CS6)C(=O)NCCC[S+](C)C)O. Drug 2: CCC1(CC2CC(C3=C(CCN(C2)C1)C4=CC=CC=C4N3)(C5=C(C=C6C(=C5)C78CCN9C7C(C=CC9)(C(C(C8N6C)(C(=O)OC)O)OC(=O)C)CC)OC)C(=O)OC)O.OS(=O)(=O)O. Cell line: SNB-19. Synergy scores: CSS=10.4, Synergy_ZIP=-3.48, Synergy_Bliss=4.48, Synergy_Loewe=-0.423, Synergy_HSA=1.22.